This data is from Peptide-MHC class II binding affinity with 134,281 pairs from IEDB. The task is: Regression. Given a peptide amino acid sequence and an MHC pseudo amino acid sequence, predict their binding affinity value. This is MHC class II binding data. (1) The peptide sequence is AFKVAATAANAAPAC. The MHC is HLA-DPA10201-DPB11401 with pseudo-sequence HLA-DPA10201-DPB11401. The binding affinity (normalized) is 0.786. (2) The peptide sequence is VHAVKPVTEEPGMAK. The MHC is DRB1_0401 with pseudo-sequence DRB1_0401. The binding affinity (normalized) is 0.334. (3) The peptide sequence is LIDDVIAILPVDELY. The MHC is DRB1_0802 with pseudo-sequence DRB1_0802. The binding affinity (normalized) is 0.0386. (4) The peptide sequence is FDSFVASLTEALRVI. The MHC is DRB1_0802 with pseudo-sequence DRB1_0802. The binding affinity (normalized) is 0.513. (5) The peptide sequence is FESTGNLIAPEYGFKISY. The MHC is HLA-DQA10501-DQB10301 with pseudo-sequence HLA-DQA10501-DQB10301. The binding affinity (normalized) is 0.358. (6) The peptide sequence is CNANPGLMKDVAKVF. The MHC is HLA-DPA10103-DPB10301 with pseudo-sequence HLA-DPA10103-DPB10301. The binding affinity (normalized) is 0. (7) The peptide sequence is NLYIKSIQSLISDTQ. The MHC is DRB1_0101 with pseudo-sequence DRB1_0101. The binding affinity (normalized) is 1.00.